This data is from Forward reaction prediction with 1.9M reactions from USPTO patents (1976-2016). The task is: Predict the product of the given reaction. The product is: [NH2:1][C:2]1[N:6]([C:7]2[CH:16]=[CH:15][C:10]3[NH:11][C:12]([CH3:14])=[N:13][C:9]=3[CH:8]=2)[N:5]=[CH:4][C:3]=1[C:17]([C:19]1[NH:20][C:21]2[C:26]([CH:27]=1)=[CH:25][C:24]([O:28][CH2:29][CH2:30][CH2:31][CH3:32])=[CH:23][CH:22]=2)=[O:18]. Given the reactants [NH2:1][C:2]1[N:6]([C:7]2[CH:16]=[CH:15][C:10]3[NH:11][C:12]([CH3:14])=[N:13][C:9]=3[CH:8]=2)[N:5]=[CH:4][C:3]=1[C:17]([C:19]1[N:20](S(C2C=CC(C)=CC=2)(=O)=O)[C:21]2[C:26]([CH:27]=1)=[CH:25][C:24]([O:28][CH2:29][CH2:30][CH2:31][CH3:32])=[CH:23][CH:22]=2)=[O:18].[OH-].[Na+].Cl, predict the reaction product.